This data is from Full USPTO retrosynthesis dataset with 1.9M reactions from patents (1976-2016). The task is: Predict the reactants needed to synthesize the given product. (1) Given the product [CH3:27][C:22]1[C:21]([CH2:11][C:12]2([S:15]([NH2:18])(=[O:16])=[O:17])[CH2:13][CH2:14]2)=[C:25]([CH3:26])[O:24][N:23]=1.[C:1]([NH:5][C:6](=[O:7])[O-:8])([CH3:4])([CH3:3])[CH3:2], predict the reactants needed to synthesize it. The reactants are: [C:1]([NH:5][C:6](=[O:8])[OH:7])([CH3:4])([CH3:3])[CH3:2].CO[CH2:11][C:12]1([S:15]([NH2:18])(=[O:17])=[O:16])[CH2:14][CH2:13]1.ClC[C:21]1[C:22]([CH3:27])=[N:23][O:24][C:25]=1[CH3:26]. (2) Given the product [Br:1][C:2]1[CH:16]=[CH:15][C:5]2[N:6]=[C:7]([NH:9][C:10]([NH:12][CH2:13][CH3:14])=[O:11])[S:8][C:4]=2[C:3]=1[S:20]([C:19]([F:32])([F:31])[F:18])(=[O:22])=[O:21], predict the reactants needed to synthesize it. The reactants are: [Br:1][C:2]1[CH:16]=[CH:15][C:5]2[N:6]=[C:7]([NH:9][C:10]([NH:12][CH2:13][CH3:14])=[O:11])[S:8][C:4]=2[C:3]=1O.[F:18][C:19]([F:32])([F:31])[S:20](O[S:20]([C:19]([F:32])([F:31])[F:18])(=[O:22])=[O:21])(=[O:22])=[O:21]. (3) Given the product [CH3:9][O:8][C:5]1[C:4]([NH:10][S:11]([C:14]2[CH:19]=[CH:18][CH:17]=[CH:16][CH:15]=2)(=[O:13])=[O:12])=[CH:3][C:2]([C:39]2[S:43][C:42]([C:44]3[CH:45]=[C:46]4[C:50](=[CH:51][CH:52]=3)[C:49](=[O:53])[N:48]([CH3:54])[CH2:47]4)=[CH:41][CH:40]=2)=[CH:7][N:6]=1, predict the reactants needed to synthesize it. The reactants are: Br[C:2]1[CH:3]=[C:4]([NH:10][S:11]([C:14]2[CH:19]=[CH:18][CH:17]=[CH:16][CH:15]=2)(=[O:13])=[O:12])[C:5]([O:8][CH3:9])=[N:6][CH:7]=1.B1(B2OC(C)(C)C(C)(C)O2)OC(C)(C)C(C)(C)O1.I[C:39]1[S:43][C:42]([C:44]2[CH:45]=[C:46]3[C:50](=[CH:51][CH:52]=2)[C:49](=[O:53])[N:48]([CH3:54])[CH2:47]3)=[CH:41][CH:40]=1. (4) Given the product [CH3:11][C:12]1([N:16]2[CH2:21][CH2:20][N:19]([C:2]3[CH:7]=[CH:6][C:5]([N+:8]([O-:10])=[O:9])=[CH:4][CH:3]=3)[CH2:18][CH2:17]2)[CH2:13][O:14][CH2:15]1, predict the reactants needed to synthesize it. The reactants are: F[C:2]1[CH:7]=[CH:6][C:5]([N+:8]([O-:10])=[O:9])=[CH:4][CH:3]=1.[CH3:11][C:12]1([N:16]2[CH2:21][CH2:20][NH:19][CH2:18][CH2:17]2)[CH2:15][O:14][CH2:13]1.C(=O)([O-])[O-].[K+].[K+]. (5) Given the product [O:1]=[C:2]1[C:10]2[C:5](=[CH:6][C:7]([C:11]([NH:35][CH2:32][C:33]#[CH:34])=[O:13])=[CH:8][CH:9]=2)[CH2:4][O:3]1, predict the reactants needed to synthesize it. The reactants are: [O:1]=[C:2]1[C:10]2[C:5](=[CH:6][C:7]([C:11]([OH:13])=O)=[CH:8][CH:9]=2)[CH2:4][O:3]1.FC(F)(F)C(OC1C(F)=C(F)C(F)=C(F)C=1F)=O.[CH2:32]([NH2:35])[C:33]#[CH:34].